The task is: Predict the product of the given reaction.. This data is from Forward reaction prediction with 1.9M reactions from USPTO patents (1976-2016). The product is: [CH2:21]([N:24]1[CH2:2][CH:3]2[CH:5]([C:4]2([CH3:20])[C:11]2[CH:16]=[CH:15][CH:14]=[C:13]([N+:17]([O-:19])=[O:18])[CH:12]=2)[C:6]1=[O:8])[CH:22]=[CH2:23]. Given the reactants Cl[CH2:2][CH:3]1[CH:5]([C:6]([O:8]CC)=O)[C:4]1([CH3:20])[C:11]1[CH:16]=[CH:15][CH:14]=[C:13]([N+:17]([O-:19])=[O:18])[CH:12]=1.[CH2:21]([NH2:24])[CH:22]=[CH2:23], predict the reaction product.